This data is from Full USPTO retrosynthesis dataset with 1.9M reactions from patents (1976-2016). The task is: Predict the reactants needed to synthesize the given product. (1) Given the product [C:1]1([C@H:11]([NH:13][CH:14]2[CH2:18][CH2:17][CH:16]([C:19]([NH2:22])=[O:21])[CH2:15]2)[CH3:12])[C:10]2[C:5](=[CH:6][CH:7]=[CH:8][CH:9]=2)[CH:4]=[CH:3][CH:2]=1, predict the reactants needed to synthesize it. The reactants are: [C:1]1([C@H:11]([NH:13][CH:14]2[CH2:18][CH2:17][CH:16]([C:19]([OH:21])=O)[CH2:15]2)[CH3:12])[C:10]2[C:5](=[CH:6][CH:7]=[CH:8][CH:9]=2)[CH:4]=[CH:3][CH:2]=1.[NH3:22]. (2) Given the product [CH3:1][S:2]([C:5]1[CH:10]=[CH:9][C:8]([N:11]2[CH:16]=[CH:15][C:14]([O:17][CH:18]3[CH2:23][CH2:22][N:21]([C:24]([O:26][CH:27]([CH3:28])[CH3:29])=[O:25])[CH2:20][CH2:19]3)=[CH:13][C:12]2=[O:31])=[CH:7][CH:6]=1)(=[O:3])=[O:4], predict the reactants needed to synthesize it. The reactants are: [CH3:1][S:2]([C:5]1[CH:10]=[CH:9][C:8]([N:11]2[CH:16]=[CH:15][C:14]([O:17][CH:18]3[CH2:23][CH2:22][N:21]([C:24]([O:26][C:27](C)([CH3:29])[CH3:28])=[O:25])[CH2:20][CH2:19]3)=[CH:13][C:12]2=[O:31])=[CH:7][CH:6]=1)(=[O:4])=[O:3].C(O)(C(F)(F)F)=O.CCN(CC)CC.ClC(OC(C)C)=O.